Predict the reactants needed to synthesize the given product. From a dataset of Retrosynthesis with 50K atom-mapped reactions and 10 reaction types from USPTO. (1) Given the product OC(CC1CCN(CC2CC2)CC1)(c1ccccc1)c1ccc(F)cc1, predict the reactants needed to synthesize it. The reactants are: O=C(CC1CCN(CC2CC2)CC1)c1ccc(F)cc1.[Mg+]c1ccccc1. (2) Given the product Clc1ccc(Cl)c(CN2CCN(c3nc4ccccc4nc3Cl)CC2)c1, predict the reactants needed to synthesize it. The reactants are: ClCc1cc(Cl)ccc1Cl.Clc1nc2ccccc2nc1N1CCNCC1.